This data is from Reaction yield outcomes from USPTO patents with 853,638 reactions. The task is: Predict the reaction yield, written as a fraction of the theoretical maximum amount of product (1.0 means a 100% yield; for example, 0.34 means a 34% yield). (1) The yield is 0.645. The catalyst is CCOCC.Cl[Ti](Cl)(Cl)Cl. The product is [OH:28][CH:27]([C:24]1([C:21]2[CH:22]=[CH:23][C:18]([N:15]3[CH2:16][CH2:17][C:12]4[C:11]([C:30]([F:33])([F:31])[F:32])=[N:10][N:9]([C:6]5[CH:7]=[CH:8][C:3]([O:2][CH3:1])=[CH:4][CH:5]=5)[C:13]=4[C:14]3=[O:29])=[CH:19][CH:20]=2)[CH2:25][CH2:26]1)[CH3:35]. The reactants are [CH3:1][O:2][C:3]1[CH:8]=[CH:7][C:6]([N:9]2[C:13]3[C:14](=[O:29])[N:15]([C:18]4[CH:23]=[CH:22][C:21]([C:24]5([CH:27]=[O:28])[CH2:26][CH2:25]5)=[CH:20][CH:19]=4)[CH2:16][CH2:17][C:12]=3[C:11]([C:30]([F:33])([F:32])[F:31])=[N:10]2)=[CH:5][CH:4]=1.[Zn](C)[CH3:35]. (2) The reactants are Br[C:2]1[CH:7]=[CH:6][C:5]([S:8]([NH:11][CH2:12][CH:13]2[CH2:15][CH2:14]2)(=[O:10])=[O:9])=[CH:4][CH:3]=1.[C:16]([C:18]1[N:22]([CH3:23])[C:21](B(O)O)=[CH:20][CH:19]=1)#[N:17].[F-].[K+].C(P(C(C)(C)C)C(C)(C)C)(C)(C)C. The yield is 0.0500. The catalyst is C1C=CC(/C=C/C(/C=C/C2C=CC=CC=2)=O)=CC=1.C1C=CC(/C=C/C(/C=C/C2C=CC=CC=2)=O)=CC=1.C1C=CC(/C=C/C(/C=C/C2C=CC=CC=2)=O)=CC=1.[Pd].[Pd]. The product is [C:16]([C:18]1[N:22]([CH3:23])[C:21]([C:2]2[CH:7]=[CH:6][C:5]([S:8]([NH:11][CH2:12][CH:13]3[CH2:15][CH2:14]3)(=[O:10])=[O:9])=[CH:4][CH:3]=2)=[CH:20][CH:19]=1)#[N:17]. (3) The reactants are O1CCCC1.[CH:6]1([O:11][C:12]2[CH:17]=[CH:16][C:15]([CH2:18][C:19](Cl)=[N:20][OH:21])=[CH:14][CH:13]=2)[CH2:10][CH2:9][CH2:8][CH2:7]1.[C:23]([C:25]1[C:26]([NH2:31])=[N:27][CH:28]=[CH:29][CH:30]=1)#[CH:24].C(N(CC)CC)C. The catalyst is O. The product is [CH:6]1([O:11][C:12]2[CH:17]=[CH:16][C:15]([CH2:18][C:19]3[CH:24]=[C:23]([C:25]4[C:26]([NH2:31])=[N:27][CH:28]=[CH:29][CH:30]=4)[O:21][N:20]=3)=[CH:14][CH:13]=2)[CH2:10][CH2:9][CH2:8][CH2:7]1. The yield is 0.220.